Dataset: Forward reaction prediction with 1.9M reactions from USPTO patents (1976-2016). Task: Predict the product of the given reaction. Given the reactants [H-].[Na+].[O:3]=[C:4]([CH3:12])[CH2:5][P:6](=[O:11])([O:9][CH3:10])[O:7][CH3:8].C(NC1C=CC(S([N:26]=[N+:27]=[N-])(=O)=O)=CC=1)(=O)C, predict the reaction product. The product is: [N+:26](=[C:5]([P:6](=[O:11])([O:9][CH3:10])[O:7][CH3:8])[C:4](=[O:3])[CH3:12])=[N-:27].